Dataset: Catalyst prediction with 721,799 reactions and 888 catalyst types from USPTO. Task: Predict which catalyst facilitates the given reaction. (1) Reactant: [Cl:1][C:2]1[CH:3]=[C:4]2[C:10]([CH:11]3[CH2:16][CH2:15][NH:14][CH2:13][CH2:12]3)=[C:9]([C:17]3[CH:29]=[CH:28][C:20]([O:21][CH2:22][CH2:23][CH2:24][N:25]([CH3:27])[CH3:26])=[CH:19][CH:18]=3)[NH:8][C:5]2=[N:6][CH:7]=1.[CH3:30][S:31](Cl)(=[O:33])=[O:32].C(N(C(C)C)CC)(C)C. Product: [Cl:1][C:2]1[CH:3]=[C:4]2[C:10]([CH:11]3[CH2:16][CH2:15][N:14]([S:31]([CH3:30])(=[O:33])=[O:32])[CH2:13][CH2:12]3)=[C:9]([C:17]3[CH:29]=[CH:28][C:20]([O:21][CH2:22][CH2:23][CH2:24][N:25]([CH3:26])[CH3:27])=[CH:19][CH:18]=3)[NH:8][C:5]2=[N:6][CH:7]=1. The catalyst class is: 37. (2) Reactant: [Br:1][CH2:2][CH2:3][CH2:4][O:5][C:6]1[CH:11]=[C:10]([O:12][CH3:13])[CH:9]=[CH:8][C:7]=1[NH2:14].C(N(CC)CC)C.[C:22](Cl)(=[O:24])[CH3:23]. Product: [Br:1][CH2:2][CH2:3][CH2:4][O:5][C:6]1[CH:11]=[C:10]([O:12][CH3:13])[CH:9]=[CH:8][C:7]=1[NH:14][C:22](=[O:24])[CH3:23]. The catalyst class is: 1. (3) Reactant: CSC(N1C(C2C=CSC=2)CC=N1)=NCC.Cl[C:18]1[CH:19]=[C:20]([S:24]([NH2:27])(=[O:26])=[O:25])[CH:21]=[CH:22][CH:23]=1. Product: [C:20]1([S:24]([NH2:27])(=[O:26])=[O:25])[CH:21]=[CH:22][CH:23]=[CH:18][CH:19]=1. The catalyst class is: 10. (4) The catalyst class is: 1. Reactant: [CH3:1][C:2]1[CH:3]=[C:4]([CH2:11][C:12](=[O:16])[C:13]([OH:15])=[O:14])[CH:5]=[C:6]2[C:10]=1[NH:9][N:8]=[CH:7]2.[CH2:17](N(CC)CC)[CH3:18]. Product: [OH:16][C@H:12]([CH2:11][C:4]1[CH:5]=[C:6]2[C:10](=[C:2]([CH3:1])[CH:3]=1)[NH:9][N:8]=[CH:7]2)[C:13]([O:15][CH2:17][CH3:18])=[O:14]. (5) Reactant: [Cl:1][C:2]1[C:10]([C:11]#[N:12])=[CH:9][C:5]([C:6](Cl)=[O:7])=[C:4]([CH3:13])[N:3]=1.CCN(C(C)C)C(C)C.[C:23]1([CH2:29][OH:30])[CH:28]=[CH:27][CH:26]=[CH:25][CH:24]=1. Product: [Cl:1][C:2]1[C:10]([C:11]#[N:12])=[CH:9][C:5]([C:6]([O:30][CH2:29][C:23]2[CH:28]=[CH:27][CH:26]=[CH:25][CH:24]=2)=[O:7])=[C:4]([CH3:13])[N:3]=1. The catalyst class is: 1. (6) Reactant: [CH:1]1([S:4]([NH2:7])(=[O:6])=[O:5])[CH2:3][CH2:2]1.C1(P(C2CCCCC2)C2C=CC=CC=2C2C(C(C)C)=CC(C(C)C)=CC=2C(C)C)CCCCC1.C(=O)([O-])[O-].[Cs+].[Cs+].C([O:50][C:51](=O)[C@H:52]([O:54][C:55]1[CH:60]=[C:59](Cl)[N:58]=[C:57]([S:62][CH2:63][C:64]2[CH:69]=[CH:68][CH:67]=[C:66]([F:70])[C:65]=2[F:71])[N:56]=1)[CH3:53])C. Product: [F:71][C:65]1[C:66]([F:70])=[CH:67][CH:68]=[CH:69][C:64]=1[CH2:63][S:62][C:57]1[N:58]=[C:59]([NH:7][S:4]([CH:1]2[CH2:3][CH2:2]2)(=[O:6])=[O:5])[CH:60]=[C:55]([O:54][C@H:52]([CH3:53])[CH2:51][OH:50])[N:56]=1. The catalyst class is: 102. (7) Reactant: [Cl:1][C:2]1[CH:7]=[CH:6][C:5]([N:8]2[CH:12]=[C:11]([C:13]#[N:14])[N:10]=[N:9]2)=[C:4]([C:15]2[CH:20]=[C:19]([O:21]C)[N:18]=[CH:17][N:16]=2)[C:3]=1[F:23].[Si](I)(C)(C)C.[O-]S([O-])(=S)=O.[Na+].[Na+]. Product: [Cl:1][C:2]1[CH:7]=[CH:6][C:5]([N:8]2[CH:12]=[C:11]([C:13]#[N:14])[N:10]=[N:9]2)=[C:4]([C:15]2[CH:20]=[C:19]([OH:21])[N:18]=[CH:17][N:16]=2)[C:3]=1[F:23]. The catalyst class is: 291.